From a dataset of Full USPTO retrosynthesis dataset with 1.9M reactions from patents (1976-2016). Predict the reactants needed to synthesize the given product. (1) Given the product [NH2:2][C:1]1[C:3]2[C:4]([O:5][CH2:6][C:7]([NH:10][C:11](=[O:18])[C:12]3[CH:13]=[CH:14][N:15]=[CH:16][CH:17]=3)([CH3:9])[CH3:8])=[CH:19][CH:20]=[CH:21][C:22]=2[NH:23][S:24](=[O:26])(=[O:27])[N:25]=1, predict the reactants needed to synthesize it. The reactants are: [C:1]([C:3]1[C:22]([NH:23][S:24](=[O:27])(=[O:26])[NH2:25])=[CH:21][CH:20]=[CH:19][C:4]=1[O:5][CH2:6][C:7]([NH:10][C:11](=[O:18])[C:12]1[CH:17]=[CH:16][N:15]=[CH:14][CH:13]=1)([CH3:9])[CH3:8])#[N:2].[OH-].[Na+].Cl. (2) The reactants are: Br[C:2]1[C:3]2[CH2:20][CH2:19][N:18]([C:21](=[O:26])[C:22]([F:25])([F:24])[F:23])[CH2:17][CH2:16][C:4]=2[CH:5]=[C:6]2[C:11]=1[N:10]([CH2:12][CH2:13][O:14][CH3:15])[CH2:9][CH2:8][CH2:7]2.[F:27][C:28]([F:33])([F:32])C([O-])=O.[Na+].CN1CCCC1=O.O. Given the product [F:25][C:22]([F:24])([F:23])[C:21]([N:18]1[CH2:19][CH2:20][C:3]2[C:2]([C:28]([F:33])([F:32])[F:27])=[C:11]3[C:6]([CH2:7][CH2:8][CH2:9][N:10]3[CH2:12][CH2:13][O:14][CH3:15])=[CH:5][C:4]=2[CH2:16][CH2:17]1)=[O:26], predict the reactants needed to synthesize it. (3) The reactants are: [CH:1]1([C@@H:7]([NH2:9])[CH3:8])[CH2:6][CH2:5][CH2:4][CH2:3][CH2:2]1.[O:10]1[C:12]([CH3:14])([CH3:13])[CH2:11]1. Given the product [CH:1]1([C@@H:7]([NH:9][CH2:11][C:12]([CH3:14])([CH3:13])[OH:10])[CH3:8])[CH2:6][CH2:5][CH2:4][CH2:3][CH2:2]1, predict the reactants needed to synthesize it. (4) Given the product [CH3:4][O:5][CH2:6][CH2:7][N:8]1[C:16]2[CH:15]=[CH:14][CH:13]=[C:12]([NH2:17])[C:11]=2[CH:10]=[N:9]1.[CH3:20][O:21][CH2:22][CH2:23][N:24]1[CH:32]=[C:31]2[C:26]([CH:27]=[CH:28][CH:29]=[C:30]2[NH2:33])=[N:25]1, predict the reactants needed to synthesize it. The reactants are: [Cl-].[NH4+].O.[CH3:4][O:5][CH2:6][CH2:7][N:8]1[C:16]2[C:11](=[C:12]([N+:17]([O-])=O)[CH:13]=[CH:14][CH:15]=2)[CH:10]=[N:9]1.[CH3:20][O:21][CH2:22][CH2:23][N:24]1[CH:32]=[C:31]2[C:26]([CH:27]=[CH:28][CH:29]=[C:30]2[N+:33]([O-])=O)=[N:25]1. (5) Given the product [C:1]([CH:3]([CH2:9][CH2:10]/[C:11](/[C:13]1[CH:18]=[CH:17][CH:16]=[C:15]([O:19][CH3:20])[CH:14]=1)=[N:27]\[S@@:25]([C:22]([CH3:24])([CH3:23])[CH3:21])=[O:26])[C:4]([O:6][CH2:7][CH3:8])=[O:5])#[N:2], predict the reactants needed to synthesize it. The reactants are: [C:1]([CH:3]([CH2:9][CH2:10][C:11]([C:13]1[CH:18]=[CH:17][CH:16]=[C:15]([O:19][CH3:20])[CH:14]=1)=O)[C:4]([O:6][CH2:7][CH3:8])=[O:5])#[N:2].[CH3:21][C:22]([S@:25]([NH2:27])=[O:26])([CH3:24])[CH3:23]. (6) The reactants are: Br[C:2]1[CH:23]=[CH:22][C:5]([CH2:6][N:7]2[C@@H:12]([CH3:13])[CH2:11][CH2:10][C@H:9]([C:14]3[CH:19]=[CH:18][CH:17]=[CH:16][CH:15]=3)[S:8]2(=[O:21])=[O:20])=[C:4]([F:24])[CH:3]=1.[CH2:25]1[O:37][C:28]([OH:36])([C@@H:29]2[CH2:34][C:33](=[O:35])[CH2:32][CH2:31][NH:30]2)OC1.[C:38]([O-:41])([O-])=O.[K+].[K+].[CH3:44][Si](C=[N+]=[N-])(C)C. Given the product [CH3:25][O:37][C:28]([C@H:29]1[N:30]([C:2]2[CH:23]=[CH:22][C:5]([CH2:6][N:7]3[C@@H:12]([CH3:13])[CH2:11][CH2:10][C@H:9]([C:14]4[CH:19]=[CH:18][CH:17]=[CH:16][CH:15]=4)[S:8]3(=[O:21])=[O:20])=[C:4]([F:24])[CH:3]=2)[CH2:31][CH2:32][C:33]2([O:35][CH2:44][CH2:38][O:41]2)[CH2:34]1)=[O:36], predict the reactants needed to synthesize it.